From a dataset of Reaction yield outcomes from USPTO patents with 853,638 reactions. Predict the reaction yield, written as a fraction of the theoretical maximum amount of product (1.0 means a 100% yield; for example, 0.34 means a 34% yield). (1) The reactants are [C:1]([O:5][C:6]([CH3:9])([CH3:8])[CH3:7])(=[O:4])[CH:2]=[CH2:3].CCN(CC)CC.CN1CCCC1.C1(C)C=CC=CC=1P(C1C=CC=CC=1C)C1C=CC=CC=1C.Br[C:46]1[CH:47]=[CH:48][C:49]([O:52][CH:53]([F:55])[F:54])=[N:50][CH:51]=1. The catalyst is CN1C(=O)CCC1.CC([O-])=O.CC([O-])=O.[Pd+2]. The product is [F:54][CH:53]([F:55])[O:52][C:49]1[N:50]=[CH:51][C:46](/[CH:3]=[CH:2]/[C:1]([O:5][C:6]([CH3:9])([CH3:8])[CH3:7])=[O:4])=[CH:47][CH:48]=1. The yield is 0.660. (2) The reactants are [C:1]([O:5][C:6]([NH:8][C:9]1[CH:14]=[CH:13][CH:12]=[CH:11][C:10]=1[NH:15][C:16](=[O:33])[C:17]1[CH:22]=[CH:21][C:20]([C:23]2[C:28]([C:29]#[N:30])=[CH:27][C:26]([CH:31]=O)=[CH:25][N:24]=2)=[CH:19][CH:18]=1)=[O:7])([CH3:4])([CH3:3])[CH3:2].[NH:34]1[CH2:39][CH2:38][CH2:37][CH2:36][CH2:35]1. The catalyst is ClCCl. The product is [C:1]([O:5][C:6](=[O:7])[NH:8][C:9]1[CH:14]=[CH:13][CH:12]=[CH:11][C:10]=1[NH:15][C:16](=[O:33])[C:17]1[CH:18]=[CH:19][C:20]([C:23]2[C:28]([C:29]#[N:30])=[CH:27][C:26]([CH2:31][N:34]3[CH2:39][CH2:38][CH2:37][CH2:36][CH2:35]3)=[CH:25][N:24]=2)=[CH:21][CH:22]=1)([CH3:4])([CH3:3])[CH3:2]. The yield is 0.550. (3) The yield is 0.570. The catalyst is [Pd].C1C=CC([P]([Pd]([P](C2C=CC=CC=2)(C2C=CC=CC=2)C2C=CC=CC=2)([P](C2C=CC=CC=2)(C2C=CC=CC=2)C2C=CC=CC=2)[P](C2C=CC=CC=2)(C2C=CC=CC=2)C2C=CC=CC=2)(C2C=CC=CC=2)C2C=CC=CC=2)=CC=1. The reactants are Cl.[NH2:2][CH2:3][C:4]1[CH:9]=[CH:8][C:7](B(O)O)=[CH:6][CH:5]=1.[NH2:13][C:14]1[N:15]=[C:16]([N:25]2[CH2:30][CH2:29][N:28]([C:31](=[O:41])[CH2:32][O:33][C:34]3[CH:39]=[CH:38][C:37]([Cl:40])=[CH:36][CH:35]=3)[CH2:27][CH2:26]2)[C:17]2[N:23]=[C:22](Cl)[CH:21]=[CH:20][C:18]=2[N:19]=1.B(O)O. The product is [NH2:13][C:14]1[N:15]=[C:16]([N:25]2[CH2:26][CH2:27][N:28]([C:31](=[O:41])[CH2:32][O:33][C:34]3[CH:39]=[CH:38][C:37]([Cl:40])=[CH:36][CH:35]=3)[CH2:29][CH2:30]2)[C:17]2[N:23]=[C:22]([C:7]3[CH:8]=[CH:9][C:4]([CH2:3][NH2:2])=[CH:5][CH:6]=3)[CH:21]=[CH:20][C:18]=2[N:19]=1. (4) The yield is 0.140. The catalyst is CC(P(C(C)(C)C)C1C=CC(N(C)C)=CC=1)(C)C.CC(P(C(C)(C)C)C1C=CC(N(C)C)=CC=1)(C)C.Cl[Pd]Cl. The product is [CH:37]([N:36]1[C:30]2[CH:29]=[C:28]([NH:27][C:25]3[CH:24]=[CH:23][N:22]=[C:21]([C:6]4[S:10][N:9]=[C:8]([CH3:11])[CH:7]=4)[N:26]=3)[N:33]=[CH:32][C:31]=2[N:34]=[C:35]1[CH3:40])([CH3:39])[CH3:38]. The reactants are C([Sn](CCCC)(CCCC)[C:6]1[S:10][N:9]=[C:8]([CH3:11])[CH:7]=1)CCC.Cl[C:21]1[N:26]=[C:25]([NH:27][C:28]2[N:33]=[CH:32][C:31]3[N:34]=[C:35]([CH3:40])[N:36]([CH:37]([CH3:39])[CH3:38])[C:30]=3[CH:29]=2)[CH:24]=[CH:23][N:22]=1.CN(C)C(=O)C. (5) The reactants are C1CCC(N=C=NC2CCCCC2)CC1.Cl.[CH3:17][NH:18][C:19]([C:21]1[CH:22]=[C:23]([NH:27][CH:28]([C:32]2[CH:37]=[CH:36][CH:35]=[CH:34][CH:33]=2)[C:29]([OH:31])=[O:30])[CH:24]=[CH:25][CH:26]=1)=[O:20].C1C=CC2N(O)N=NC=2C=1.[N:48]12[CH2:55][CH2:54][CH:51]([CH2:52][CH2:53]1)[C@@H:50](O)[CH2:49]2. The catalyst is C1COCC1. The product is [CH3:17][NH:18][C:19]([C:21]1[CH:22]=[C:23]([NH:27][CH:28]([C:32]2[CH:37]=[CH:36][CH:35]=[CH:34][CH:33]=2)[C:29]([O:31][C@@H:50]2[CH:51]3[CH2:54][CH2:55][N:48]([CH2:53][CH2:52]3)[CH2:49]2)=[O:30])[CH:24]=[CH:25][CH:26]=1)=[O:20]. The yield is 1.00. (6) The reactants are [NH:1]1[CH2:4][CH:3]([O:5][C:6]2[C:11]3[CH:12]=[C:13]([CH3:15])[O:14][C:10]=3[CH:9]=[C:8]([C:16]([O:18][CH2:19][CH3:20])=[O:17])[CH:7]=2)[CH2:2]1.[CH3:21][N:22]([CH3:26])[C:23](Cl)=[O:24]. The catalyst is C(Cl)Cl. The product is [CH3:21][N:22]([CH3:26])[C:23]([N:1]1[CH2:4][CH:3]([O:5][C:6]2[C:11]3[CH:12]=[C:13]([CH3:15])[O:14][C:10]=3[CH:9]=[C:8]([C:16]([O:18][CH2:19][CH3:20])=[O:17])[CH:7]=2)[CH2:2]1)=[O:24]. The yield is 0.550. (7) The reactants are Br[C:2]1[C:7]2[S:8][C:9]([C:11]3[C:16]([F:17])=[CH:15][N:14]=[C:13]([NH:18][CH2:19][CH2:20][N:21]4[CH2:25][CH2:24][NH:23][C:22]4=[O:26])[N:12]=3)=[CH:10][C:6]=2[CH:5]=[CH:4][CH:3]=1.[B:27]1([B:27]2[O:31][C:30]([CH3:33])([CH3:32])[C:29]([CH3:35])([CH3:34])[O:28]2)[O:31][C:30]([CH3:33])([CH3:32])[C:29]([CH3:35])([CH3:34])[O:28]1.C([O-])(=O)C.[K+]. The catalyst is CS(C)=O.C(Cl)(Cl)Cl.C(O)(C)C. The product is [F:17][C:16]1[C:11]([C:9]2[S:8][C:7]3[C:2]([B:27]4[O:31][C:30]([CH3:33])([CH3:32])[C:29]([CH3:35])([CH3:34])[O:28]4)=[CH:3][CH:4]=[CH:5][C:6]=3[CH:10]=2)=[N:12][C:13]([NH:18][CH2:19][CH2:20][N:21]2[CH2:25][CH2:24][NH:23][C:22]2=[O:26])=[N:14][CH:15]=1. The yield is 0.820. (8) The reactants are CC1(C)C(C)(C)OB([C:9]2[CH2:10][CH2:11][CH2:12][N:13]([C:16]([O:18][C:19]([CH3:22])([CH3:21])[CH3:20])=[O:17])[CH2:14][CH:15]=2)O1.C([O-])(O)=O.[Na+].Br[C:30]1[CH:31]=[C:32]([C:37]2[N:41]([C:42]3[CH:47]=[CH:46][CH:45]=[C:44]([F:48])[C:43]=3[F:49])[N:40]=[N:39][N:38]=2)[C:33]([NH2:36])=[N:34][CH:35]=1. The catalyst is COCCOC.C1C=CC(P(C2C=CC=CC=2)[C-]2C=CC=C2)=CC=1.C1C=CC(P(C2C=CC=CC=2)[C-]2C=CC=C2)=CC=1.Cl[Pd]Cl.[Fe+2]. The product is [NH2:36][C:33]1[N:34]=[CH:35][C:30]([C:9]2[CH2:10][CH2:11][CH2:12][N:13]([C:16]([O:18][C:19]([CH3:20])([CH3:21])[CH3:22])=[O:17])[CH2:14][CH:15]=2)=[CH:31][C:32]=1[C:37]1[N:41]([C:42]2[CH:47]=[CH:46][CH:45]=[C:44]([F:48])[C:43]=2[F:49])[N:40]=[N:39][N:38]=1. The yield is 0.530.